This data is from Forward reaction prediction with 1.9M reactions from USPTO patents (1976-2016). The task is: Predict the product of the given reaction. (1) Given the reactants [Cl:1][C:2]1[N:7]=[C:6]([NH:8][C@H:9]2[CH2:14][CH2:13][CH2:12][C:11](=[O:15])[CH2:10]2)[C:5]([F:16])=[CH:4][N:3]=1.[CH3:17][Mg]Br.[NH4+].[Cl-].CCOC(C)=O, predict the reaction product. The product is: [Cl:1][C:2]1[N:7]=[C:6]([NH:8][C@H:9]2[CH2:14][CH2:13][CH2:12][C:11]([CH3:17])([OH:15])[CH2:10]2)[C:5]([F:16])=[CH:4][N:3]=1. (2) Given the reactants [CH2:1]([O:3][C:4]1[CH:9]=[CH:8][C:7]([NH:10][C:11]([C:13]2[C:14]([NH:19]CCC3C=CC=CC=3)=[N:15][CH:16]=[CH:17][CH:18]=2)=[O:12])=[CH:6][CH:5]=1)[CH3:2].C(N)C[C:30]1[CH:35]=[CH:34][CH:33]=[CH:32][CH:31]=1.NC1C=CC=CC=1, predict the reaction product. The product is: [CH2:1]([O:3][C:4]1[CH:5]=[CH:6][C:7]([NH:10][C:11]([C:13]2[C:14]([NH:19][C:30]3[CH:35]=[CH:34][CH:33]=[CH:32][CH:31]=3)=[N:15][CH:16]=[CH:17][CH:18]=2)=[O:12])=[CH:8][CH:9]=1)[CH3:2]. (3) Given the reactants C(OC([N:8]1[CH2:13][CH2:12][N:11]([C:14]2[CH:19]=[CH:18][CH:17]=[CH:16][C:15]=2[CH3:20])[CH:10]([C:21]2[CH:22]=[C:23]([C:27]3[CH:32]=[CH:31][CH:30]=[C:29]([S:33]([CH3:36])(=[O:35])=[O:34])[CH:28]=3)[CH:24]=[CH:25][CH:26]=2)[CH2:9]1)=O)(C)(C)C.[ClH:37], predict the reaction product. The product is: [ClH:37].[CH3:36][S:33]([C:29]1[CH:28]=[C:27]([C:23]2[CH:24]=[CH:25][CH:26]=[C:21]([CH:10]3[CH2:9][NH:8][CH2:13][CH2:12][N:11]3[C:14]3[CH:19]=[CH:18][CH:17]=[CH:16][C:15]=3[CH3:20])[CH:22]=2)[CH:32]=[CH:31][CH:30]=1)(=[O:34])=[O:35]. (4) Given the reactants [Br:1][C:2]1[CH:3]=[C:4]2[C:8](=[CH:9][CH:10]=1)[NH:7][C:6](=[O:11])[CH2:5]2.[N:12]1([CH2:17][CH2:18][CH2:19][NH:20][C:21]([C:23]2[C:27]([CH3:28])=[C:26]([CH:29]=O)[NH:25][C:24]=2[CH3:31])=[O:22])[CH:16]=[CH:15][N:14]=[CH:13]1, predict the reaction product. The product is: [N:12]1([CH2:17][CH2:18][CH2:19][NH:20][C:21]([C:23]2[C:27]([CH3:28])=[C:26]([CH:29]=[C:5]3[C:4]4[C:8](=[CH:9][CH:10]=[C:2]([Br:1])[CH:3]=4)[NH:7][C:6]3=[O:11])[NH:25][C:24]=2[CH3:31])=[O:22])[CH:16]=[CH:15][N:14]=[CH:13]1. (5) Given the reactants ClC1N2C(=O)NN=C2C(C2C=CC(Cl)=CC=2)=C(C2C=CC(Cl)=CC=2)N=1.[Cl-].ICC.[Cl:30][C:31]1[CH:36]=[CH:35][C:34]([C:37]2[N:42]=[C:41]([N:43]3[CH2:46][C:45](NCC)(C(N)=O)[CH2:44]3)[N:40]3[C:53](=[O:58])[N:54]([CH2:56][CH3:57])[N:55]=[C:39]3[C:38]=2[C:59]2[CH:64]=[CH:63][C:62]([Cl:65])=[CH:61][CH:60]=2)=[CH:33][CH:32]=1, predict the reaction product. The product is: [N:43]1([C:41]2[N:40]3[C:53](=[O:58])[N:54]([CH2:56][CH3:57])[N:55]=[C:39]3[C:38]([C:59]3[CH:64]=[CH:63][C:62]([Cl:65])=[CH:61][CH:60]=3)=[C:37]([C:34]3[CH:33]=[CH:32][C:31]([Cl:30])=[CH:36][CH:35]=3)[N:42]=2)[CH2:44][CH2:45][CH2:46]1.